This data is from Forward reaction prediction with 1.9M reactions from USPTO patents (1976-2016). The task is: Predict the product of the given reaction. (1) Given the reactants Cl[C:2]([O:4][CH2:5][CH2:6][CH2:7][CH3:8])=[O:3].[CH:9]1[C:15]([NH2:16])=[N:14][C:12](=[O:13])[N:11]([C@@H:17]2[O:21][C@H:20]([CH2:22][OH:23])[C@@H:19]([OH:24])[C:18]2([F:26])[F:25])[CH:10]=1.Cl, predict the reaction product. The product is: [CH2:5]([O:4][C:2]([NH:16][C:15]1[CH:9]=[CH:10][N:11]([C@H:17]2[C:18]([F:26])([F:25])[C@H:19]([OH:24])[C@@H:20]([CH2:22][OH:23])[O:21]2)[C:12](=[O:13])[N:14]=1)=[O:3])[CH2:6][CH2:7][CH3:8]. (2) Given the reactants S1C=CC=C1C[C@@H]1NC2C(=CC=CC=2)NC1=O.[C:18]1([C:46]2[CH:51]=[CH:50][CH:49]=[CH:48][CH:47]=2)[CH:23]=[CH:22][CH:21]=[C:20]([NH:24][C:25](=[O:45])[CH2:26][CH2:27][CH2:28][CH2:29][NH:30][C:31](=[O:44])[CH2:32][O:33][CH2:34][C:35]2[CH:40]=[CH:39][C:38]([N+:41]([O-])=O)=[CH:37][CH:36]=2)[CH:19]=1, predict the reaction product. The product is: [NH2:41][C:38]1[CH:39]=[CH:40][C:35]([CH2:34][O:33][CH2:32][C:31]([NH:30][CH2:29][CH2:28][CH2:27][CH2:26][C:25]([NH:24][C:20]2[CH:19]=[C:18]([C:46]3[CH:47]=[CH:48][CH:49]=[CH:50][CH:51]=3)[CH:23]=[CH:22][CH:21]=2)=[O:45])=[O:44])=[CH:36][CH:37]=1.